Dataset: Forward reaction prediction with 1.9M reactions from USPTO patents (1976-2016). Task: Predict the product of the given reaction. Given the reactants [CH2:1]([O:3][C:4](=O)[C:5]1[CH:10]=[C:9](Br)[CH:8]=[CH:7][C:6]=1[O:12][C:13]([F:16])([F:15])[F:14])C.O.[NH2:19][NH2:20].COC(OC)OC.[F:28][C:29]([F:43])([F:42])[C:30]1[N:34]2[CH:35]=[C:36](B(O)O)[CH:37]=[CH:38][C:33]2=[N:32][N:31]=1, predict the reaction product. The product is: [F:14][C:13]([F:16])([F:15])[O:12][C:6]1[CH:7]=[CH:8][C:9]([C:36]2[CH:37]=[CH:38][C:33]3[N:34]([C:30]([C:29]([F:43])([F:42])[F:28])=[N:31][N:32]=3)[CH:35]=2)=[CH:10][C:5]=1[C:4]1[O:3][CH:1]=[N:19][N:20]=1.